From a dataset of Catalyst prediction with 721,799 reactions and 888 catalyst types from USPTO. Predict which catalyst facilitates the given reaction. (1) Reactant: [H-].[Na+].[CH3:3][NH:4][C:5]1[CH:12]=[CH:11][C:8]([C:9]#[N:10])=[CH:7][N:6]=1.[N:13]1[N:17]2[CH:18]=[CH:19][C:20]([S:22](Cl)(=[O:24])=[O:23])=[CH:21][C:16]2=[CH:15][CH:14]=1. Product: [C:9]([C:8]1[CH:11]=[CH:12][C:5]([N:4]([CH3:3])[S:22]([C:20]2[CH:19]=[CH:18][N:17]3[N:13]=[CH:14][CH:15]=[C:16]3[CH:21]=2)(=[O:23])=[O:24])=[N:6][CH:7]=1)#[N:10]. The catalyst class is: 1. (2) Reactant: [CH3:1][O:2][C:3](=[O:33])[C@@H:4]([NH:7][C:8](=[O:32])[C:9]1[CH:14]=[CH:13][C:12]([C:15]#[C:16]/[CH:17]=[CH:18]/[C:19]2[CH:24]=[CH:23][C:22]([CH2:25][N:26]3[CH2:31][CH2:30][O:29][CH2:28][CH2:27]3)=[CH:21][CH:20]=2)=[CH:11][CH:10]=1)[CH2:5][NH2:6].CCN(C(C)C)C(C)C.[Br:43][CH2:44][C:45](Br)=[O:46]. Product: [CH3:1][O:2][C:3](=[O:33])[C@@H:4]([NH:7][C:8](=[O:32])[C:9]1[CH:14]=[CH:13][C:12]([C:15]#[C:16]/[CH:17]=[CH:18]/[C:19](/[CH3:24])=[CH:20]/[CH:21]=[C:22](\[CH3:23])/[CH2:25][N:26]2[CH2:31][CH2:30][O:29][CH2:28][CH2:27]2)=[CH:11][CH:10]=1)[CH2:5][NH:6][C:45](=[O:46])[CH2:44][Br:43]. The catalyst class is: 2. (3) Reactant: [CH3:1][O:2][C:3]1[CH:11]=[CH:10][C:9]2[N:8]3[CH2:12][CH2:13][N:14](C=O)[C:15](=[O:16])[C:7]3=[C:6]([CH:19]=[O:20])[C:5]=2[CH:4]=1.ClCCl. Product: [CH3:1][O:2][C:3]1[CH:11]=[CH:10][C:9]2[N:8]3[CH2:12][CH2:13][NH:14][C:15](=[O:16])[C:7]3=[C:6]([CH:19]=[O:20])[C:5]=2[CH:4]=1. The catalyst class is: 74. (4) Reactant: C([O:8][C:9]1[CH:14]=[CH:13][C:12]([CH2:15][CH2:16][CH2:17][CH2:18][N:19]2[CH:23]=[CH:22][N:21]=[C:20]2[CH2:24][CH2:25][OH:26])=[CH:11][CH:10]=1)C1C=CC=CC=1. Product: [OH:26][CH2:25][CH2:24][C:20]1[N:19]([CH2:18][CH2:17][CH2:16][CH2:15][C:12]2[CH:11]=[CH:10][C:9]([OH:8])=[CH:14][CH:13]=2)[CH:23]=[CH:22][N:21]=1. The catalyst class is: 719. (5) Reactant: N[C:2]1[NH:7][C:6](=[O:8])[C:5]2=[C:9]([I:21])[N:10]=[C:11]([CH:12]3[CH2:17][CH2:16][CH:15]([C:18]([O-:20])=[O:19])[CH2:14][CH2:13]3)[N:4]2[N:3]=1.[CH3:22]N(C=O)C.N(OC(C)(C)C)=O. Product: [I:21][C:9]1[N:10]=[C:11]([C@H:12]2[CH2:13][CH2:14][C@H:15]([C:18]([O:20][CH3:22])=[O:19])[CH2:16][CH2:17]2)[N:4]2[C:5]=1[C:6](=[O:8])[NH:7][CH:2]=[N:3]2. The catalyst class is: 1.